Dataset: Forward reaction prediction with 1.9M reactions from USPTO patents (1976-2016). Task: Predict the product of the given reaction. (1) Given the reactants [F:1][C:2]1[CH:7]=[CH:6][CH:5]=[CH:4][C:3]=1[C:8]1[N:9]=[C:10]([CH3:16])[N:11]([NH:13][CH:14]=[NH:15])[CH:12]=1.[C:17](N1C=NC=N1)(N1C=NC=N1)=[O:18].O.C(OCC)(=O)C, predict the reaction product. The product is: [F:1][C:2]1[CH:7]=[CH:6][CH:5]=[CH:4][C:3]=1[C:8]1[N:9]=[C:10]([CH3:16])[N:11]2[C:12]=1[C:17](=[O:18])[NH:15][CH:14]=[N:13]2. (2) Given the reactants [C:1]([OH:7])(C(F)(F)F)=[O:2].[CH3:8]O.O.C[C:12]#[N:13], predict the reaction product. The product is: [CH3:8][N:13]([CH:1]=[O:7])[CH3:12].[CH3:8][N:13]([CH3:12])[CH:1]=[O:2].